This data is from Catalyst prediction with 721,799 reactions and 888 catalyst types from USPTO. The task is: Predict which catalyst facilitates the given reaction. Reactant: C1(OC([N:10]2[CH2:16][C:15]3[CH:17]=[C:18]([F:22])[C:19]([F:21])=[CH:20][C:14]=3[NH:13][C:12](=[O:23])[CH2:11]2)=O)C=CC=CC=1. Product: [F:22][C:18]1[C:19]([F:21])=[CH:20][C:14]2[NH:13][C:12](=[O:23])[CH2:11][NH:10][CH2:16][C:15]=2[CH:17]=1. The catalyst class is: 19.